Dataset: NCI-60 drug combinations with 297,098 pairs across 59 cell lines. Task: Regression. Given two drug SMILES strings and cell line genomic features, predict the synergy score measuring deviation from expected non-interaction effect. (1) Drug 1: CC1=C(C=C(C=C1)C(=O)NC2=CC(=CC(=C2)C(F)(F)F)N3C=C(N=C3)C)NC4=NC=CC(=N4)C5=CN=CC=C5. Drug 2: COC1=C2C(=CC3=C1OC=C3)C=CC(=O)O2. Cell line: DU-145. Synergy scores: CSS=-2.57, Synergy_ZIP=3.96, Synergy_Bliss=5.85, Synergy_Loewe=-1.31, Synergy_HSA=-1.23. (2) Drug 1: CS(=O)(=O)CCNCC1=CC=C(O1)C2=CC3=C(C=C2)N=CN=C3NC4=CC(=C(C=C4)OCC5=CC(=CC=C5)F)Cl. Synergy scores: CSS=8.60, Synergy_ZIP=-7.24, Synergy_Bliss=-9.09, Synergy_Loewe=-8.27, Synergy_HSA=-6.56. Cell line: NCIH23. Drug 2: COC1=C2C(=CC3=C1OC=C3)C=CC(=O)O2. (3) Cell line: T-47D. Drug 2: CC1C(C(CC(O1)OC2CC(CC3=C2C(=C4C(=C3O)C(=O)C5=CC=CC=C5C4=O)O)(C(=O)C)O)N)O. Synergy scores: CSS=28.4, Synergy_ZIP=2.04, Synergy_Bliss=1.74, Synergy_Loewe=-8.44, Synergy_HSA=3.28. Drug 1: CCC1=CC2CC(C3=C(CN(C2)C1)C4=CC=CC=C4N3)(C5=C(C=C6C(=C5)C78CCN9C7C(C=CC9)(C(C(C8N6C)(C(=O)OC)O)OC(=O)C)CC)OC)C(=O)OC.C(C(C(=O)O)O)(C(=O)O)O. (4) Drug 1: CC1=C(C=C(C=C1)NC2=NC=CC(=N2)N(C)C3=CC4=NN(C(=C4C=C3)C)C)S(=O)(=O)N.Cl. Drug 2: CCCCCOC(=O)NC1=NC(=O)N(C=C1F)C2C(C(C(O2)C)O)O. Cell line: OVCAR-8. Synergy scores: CSS=5.12, Synergy_ZIP=0.238, Synergy_Bliss=4.29, Synergy_Loewe=2.60, Synergy_HSA=3.85. (5) Drug 1: C1=NC(=NC(=O)N1C2C(C(C(O2)CO)O)O)N. Drug 2: CC(C)(C#N)C1=CC(=CC(=C1)CN2C=NC=N2)C(C)(C)C#N. Cell line: SNB-75. Synergy scores: CSS=2.27, Synergy_ZIP=-0.617, Synergy_Bliss=1.14, Synergy_Loewe=0.329, Synergy_HSA=0.515. (6) Drug 1: CNC(=O)C1=NC=CC(=C1)OC2=CC=C(C=C2)NC(=O)NC3=CC(=C(C=C3)Cl)C(F)(F)F. Drug 2: C1CCC(C(C1)N)N.C(=O)(C(=O)[O-])[O-].[Pt+4]. Cell line: OVCAR-8. Synergy scores: CSS=24.2, Synergy_ZIP=-8.48, Synergy_Bliss=-2.92, Synergy_Loewe=-25.6, Synergy_HSA=-6.70.